Dataset: Forward reaction prediction with 1.9M reactions from USPTO patents (1976-2016). Task: Predict the product of the given reaction. (1) Given the reactants Br[C:2]1[CH:7]=[CH:6][C:5]([C@H:8]([NH:10][C:11]([C:13]2[C:21]3[C:16](=[N:17][CH:18]=[C:19]([C:22]4[C:30]5[C:25](=[CH:26][C:27]([F:31])=[CH:28][CH:29]=5)[N:24]([CH3:32])[N:23]=4)[N:20]=3)[N:15]([CH2:33][O:34][CH2:35][CH2:36][Si:37]([CH3:40])([CH3:39])[CH3:38])[CH:14]=2)=[O:12])[CH3:9])=[CH:4][CH:3]=1.[Cu][C:42]#[N:43], predict the reaction product. The product is: [C:42]([C:2]1[CH:7]=[CH:6][C:5]([C@H:8]([NH:10][C:11]([C:13]2[C:21]3[C:16](=[N:17][CH:18]=[C:19]([C:22]4[C:30]5[C:25](=[CH:26][C:27]([F:31])=[CH:28][CH:29]=5)[N:24]([CH3:32])[N:23]=4)[N:20]=3)[N:15]([CH2:33][O:34][CH2:35][CH2:36][Si:37]([CH3:38])([CH3:39])[CH3:40])[CH:14]=2)=[O:12])[CH3:9])=[CH:4][CH:3]=1)#[N:43]. (2) Given the reactants [O:1]=[C:2]1[NH:6][C:5](=[O:7])[CH:4]([CH2:8][C:9]2[CH:14]=[CH:13][C:12]([S:15]([NH:18][C:19]3[CH:24]=[CH:23][C:22]([N:25]4[CH2:30][CH2:29][C:28](=O)[CH2:27][CH2:26]4)=[CH:21][CH:20]=3)(=[O:17])=[O:16])=[CH:11][CH:10]=2)[S:3]1.[OH:32][C@@H:33]([CH2:46][NH2:47])[CH2:34][O:35][C:36]1[C:44]2[NH:43][C:42](=[O:45])[NH:41][C:40]=2[CH:39]=[CH:38][CH:37]=1, predict the reaction product. The product is: [O:1]=[C:2]1[NH:6][C:5](=[O:7])[CH:4]([CH2:8][C:9]2[CH:10]=[CH:11][C:12]([S:15]([NH:18][C:19]3[CH:24]=[CH:23][C:22]([N:25]4[CH2:30][CH2:29][CH:28]([NH:47][CH2:46][C@H:33]([OH:32])[CH2:34][O:35][C:36]5[C:44]6[NH:43][C:42](=[O:45])[NH:41][C:40]=6[CH:39]=[CH:38][CH:37]=5)[CH2:27][CH2:26]4)=[CH:21][CH:20]=3)(=[O:16])=[O:17])=[CH:13][CH:14]=2)[S:3]1. (3) Given the reactants CN.C1COCC1.[Cl:8][C:9]1[C:10]([CH3:38])=[C:11]([C:29]2[CH:30]=[C:31]([C:35]([OH:37])=O)[N:32]([CH3:34])[CH:33]=2)[C:12]([O:27][CH3:28])=[C:13]([CH:15]([NH:17][C:18]2[N:26]=[CH:25][N:24]=[C:23]3[C:19]=2[N:20]=[CH:21][NH:22]3)[CH3:16])[CH:14]=1.F[P-](F)(F)(F)(F)F.[N:46]1(O[P+](N(C)C)(N(C)C)N(C)C)[C:50]2C=CC=CC=2N=N1.C(N(CC)CC)C, predict the reaction product. The product is: [Cl:8][C:9]1[C:10]([CH3:38])=[C:11]([C:29]2[CH:30]=[C:31]([C:35]([NH:46][CH3:50])=[O:37])[N:32]([CH3:34])[CH:33]=2)[C:12]([O:27][CH3:28])=[C:13]([CH:15]([NH:17][C:18]2[N:26]=[CH:25][N:24]=[C:23]3[C:19]=2[N:20]=[CH:21][NH:22]3)[CH3:16])[CH:14]=1. (4) Given the reactants [F:1][C:2]1[CH:3]=[C:4]([CH:16]=[CH:17][C:18]=1[N+:19]([O-])=O)[O:5][C:6]1[CH:11]=[CH:10][N:9]=[C:8]([C:12]([O:14][CH3:15])=[O:13])[CH:7]=1, predict the reaction product. The product is: [NH2:19][C:18]1[CH:17]=[CH:16][C:4]([O:5][C:6]2[CH:11]=[CH:10][N:9]=[C:8]([C:12]([O:14][CH3:15])=[O:13])[CH:7]=2)=[CH:3][C:2]=1[F:1]. (5) Given the reactants COC(C1SC(C)=C(C2C=C[C:13]([NH:16]C(=O)C3C(F)=CC=CC=3F)=CC=2)C=1)=O.FC1C=CC=C(F)C=1N=C=O.[F:39][C:40]1[CH:45]=[CH:44][CH:43]=[C:42]([F:46])[C:41]=1[NH:47][C:48]([NH:50][C:51]1[CH:56]=[CH:55][C:54]([C:57]2[S:58][C:59]([C:63]3[O:67]N=C[CH:64]=3)=[CH:60][C:61]=2[CH3:62])=[CH:53][CH:52]=1)=[O:49], predict the reaction product. The product is: [F:46][C:42]1[CH:43]=[CH:44][CH:45]=[C:40]([F:39])[C:41]=1[NH:47][C:48]([NH:50][C:51]1[CH:56]=[CH:55][C:54]([C:57]2[S:58][C:59]([C:63]3[O:67][CH:13]=[N:16][CH:64]=3)=[CH:60][C:61]=2[CH3:62])=[CH:53][CH:52]=1)=[O:49].